The task is: Predict the reactants needed to synthesize the given product.. This data is from Full USPTO retrosynthesis dataset with 1.9M reactions from patents (1976-2016). Given the product [Cl:24][C:25]1[CH:32]=[CH:31][C:28]([CH2:29][O:30][C:3]2[N:8]=[C:7]([C:9]3[CH:14]=[CH:13][C:12]([Cl:15])=[CH:11][CH:10]=3)[C:6]([C:16]3[CH:21]=[CH:20][C:19]([Cl:22])=[CH:18][C:17]=3[Cl:23])=[CH:5][N:4]=2)=[CH:27][CH:26]=1, predict the reactants needed to synthesize it. The reactants are: CS[C:3]1[N:8]=[C:7]([C:9]2[CH:14]=[CH:13][C:12]([Cl:15])=[CH:11][CH:10]=2)[C:6]([C:16]2[CH:21]=[CH:20][C:19]([Cl:22])=[CH:18][C:17]=2[Cl:23])=[CH:5][N:4]=1.[Cl:24][C:25]1[CH:32]=[CH:31][C:28]([CH2:29][OH:30])=[CH:27][CH:26]=1.